Dataset: Experimentally validated miRNA-target interactions with 360,000+ pairs, plus equal number of negative samples. Task: Binary Classification. Given a miRNA mature sequence and a target amino acid sequence, predict their likelihood of interaction. (1) The miRNA is hsa-miR-1295b-3p with sequence AAUAGGCCACGGAUCUGGGCAA. The protein sequence of the target gene is MARPVQRFQLWSPLGFLLQLVTLLGKLGPQVQSVRPESLLFVSTLDGSLHALNKQTGDLKWTVKDDPIIQGPMYVTEMAFLSDPADGSLYVLGTQKQQGLMKLPFTIPELVHASPCRSSDGVFYTGRKQDAWFVVDPESGETQMTLTTEGLSTPQLFIGRTQYTVSMHDLRTPALRWNTTYRRYSAPLLNGSPGKYMSHLTSCGMGLLLTVDPGSGIVLWTQDLGVPVTGIYTWHQDGLHQLPHLTLARDTLHFLVLRWGHIRLPASSYQDTATQFSSLDTQLLMTLYVGKEEAGFYVSK.... Result: 0 (no interaction). (2) The miRNA is hsa-miR-2052 with sequence UGUUUUGAUAACAGUAAUGU. The protein sequence of the target gene is MGPRQGRWWLLLWLPPLATLPVRGEAAAAALSVRRCKALKEKDLIRTSESDCYCYNQNSQVEWKYIWSTMQVKITSPGLFRIVYIAERHNCQYPENILSFIKCVIHNFWIPKESNEITIIINPYRETVCFSVEPVKKIFNYMIHVNRNIMDFKLFLVFVAGVFLFFYARTLSQSPTFYYSSGTVLGVLMTLVFVLLLVKRFIPKYSTFWALMVGCWFASVYIVCQLMEDLKWLWYENRIYVLGYVLIVGFFSFVVCYKHGPLADDRSRSLLMWMLRLLSLVLVYAGVAVPQFAYAAIILL.... Result: 1 (interaction). (3) The miRNA is hsa-miR-485-5p with sequence AGAGGCUGGCCGUGAUGAAUUC. The protein sequence of the target gene is MGKVWKQQMYPQYATYYYPQYLQAKQSLVPAHPMAPPSPSTTSSNNNSSSSSNSGWDQLSKTNLYIRGLPPNTTDQDLVKLCQPYGKIVSTKAILDKATNKCKGYGFVDFDSPAAAQKAVSALKANGVQAQMAKQQEQDPTNLYISNLPLSMDEQELENMLKPFGQVISTRVLRDSSGASRGVGFARMESTEKCEAVIGHFNGKFIKTPPGVSAPTEPLLCKFADGGQKKRQNPNKYIPNGRPWPRDGEAGMTLTYDPTTAALHNGFYPSPYSIATNRMITQTSLTPYIASPVSAYQVQS.... Result: 0 (no interaction). (4) The miRNA is hsa-miR-204-5p with sequence UUCCCUUUGUCAUCCUAUGCCU. The protein sequence of the target gene is MAEASFGSSSPVGSLSSEDHDFDPTAEMLVHDYDDERTLEEEEMMDEGKNFSSEIEDLEKEGTMPLEDLLAFYGYEPTIPAVANSSANSSPSELADELPDMTLDKEEIAKDLLSGDDEETQSSADDLTPSVTSHETSDFFPRPLRSNTACDGDKESEVEDVETDSGNSPEDLRKEIMIGLQYQAEIPPYLGEYDGNEKVYENEDQLLWCPDVVLESKVKEYLVETSLRTGSEKIMDRISAGTHTRDNEQALYELLKCNHNIKEAIERYCCNGKASQEGMTAWTEEECRSFEHALMLFGKD.... Result: 1 (interaction). (5) The miRNA is mmu-miR-935 with sequence CCCAGUUACCGCUUCCGCUACCGC. The protein sequence of the target gene is MEPQVTLNVTFKNEIQSFLVSDPENTTWADIEAMVKVSFDLNTIQIKYLDEENEEVSINSQGEYEEALKMAVKQGNQLQMQVHEGHHVVDEAPPPVVGAKRLAARAGKKPLAHYSSLVRVLGSDMKTPEDPAVQSFPLVPCDTDQPQDKPPDWFTSYLETFREQVVNETVEKLEQKLHEKLVLQNPSLGSCPSEVSMPTSEETLFLPENQFSWHIACNNCQRRIVGVRYQCSLCPSYNICEDCEAGPYGHDTNHVLLKLRRPVVGSSEPFCHSKYSTPRLPAALEQVRLQKQVDKNFLKA.... Result: 0 (no interaction). (6) The miRNA is hsa-miR-7-2-3p with sequence CAACAAAUCCCAGUCUACCUAA. The protein sequence of the target gene is MLFLQFLLLALLLPGGDNADASQEHVSFHVIQIFSFVNQSWARGQGSGWLDELQTHGWDSESGTIIFLHNWSKGNFSNEELSDLELLFRFYLFGLTREIQDHASQDYSKYPFEVQVKAGCELHSGKSPEGFFQVAFNGLDLLSFQNTTWVPSPGCGSLAQSVCHLLNHQYEGVTETVYNLIRSTCPRFLLGLLDAGKMYVHRQVRPEAWLSSRPSLGSGQLLLVCHASGFYPKPVWVTWMRNEQEQLGTKHGDILPNADGTWYLQVILEVASEEPAGLSCRVRHSSLGGQDIILYWGHHF.... Result: 0 (no interaction).